Dataset: CYP1A2 inhibition data for predicting drug metabolism from PubChem BioAssay. Task: Regression/Classification. Given a drug SMILES string, predict its absorption, distribution, metabolism, or excretion properties. Task type varies by dataset: regression for continuous measurements (e.g., permeability, clearance, half-life) or binary classification for categorical outcomes (e.g., BBB penetration, CYP inhibition). Dataset: cyp1a2_veith. (1) The drug is COc1ccc(CNc2cc(-c3cccnc3)ncn2)c(OC)c1. The result is 1 (inhibitor). (2) The molecule is COc1ccc(-c2nc(NC(=O)c3ccccc3)sc2-c2ccc([N+](=O)[O-])cc2)cc1. The result is 0 (non-inhibitor). (3) The drug is Nc1nc2nc3c(nc2c(=O)[nH]1)CN(c1ccc(C(=O)O)cc1)C3=O. The result is 0 (non-inhibitor). (4) The molecule is CCc1sc(-c2c(C#N)c(N)nc3c2CCCCCC3)cc1[N+](=O)[O-]. The result is 1 (inhibitor). (5) The drug is CCCCCCCCC[n+]1cccc2c3ccccc3ccc21.[Br-]. The result is 1 (inhibitor). (6) The compound is COc1ccc(CNc2ncnc3ccc(-c4cccnc4)cc23)c(OC)c1. The result is 1 (inhibitor). (7) The molecule is c1ncc(-c2ccoc2)c(NC2CC2)n1. The result is 1 (inhibitor). (8) The molecule is CCCOc1ccc(C2C(=O)N(C3CCCCC3)CC(=O)N2C2CC2)cc1OC. The result is 0 (non-inhibitor). (9) The compound is COC(=O)C/C=C\[C@H](C)[C@@H](OCc1ccccc1Br)C(C)C. The result is 0 (non-inhibitor).